Dataset: Forward reaction prediction with 1.9M reactions from USPTO patents (1976-2016). Task: Predict the product of the given reaction. (1) The product is: [CH:33]1([CH2:36][CH2:37][O:38][C:39]2[N:47]=[C:46]3[C:42]([N:43]=[C:44]([O:48][CH3:49])[N:45]3[CH2:52][CH2:53][CH2:54][CH2:55][CH:56]3[CH2:60][CH2:59][O:58][CH2:57]3)=[C:41]([NH2:50])[N:40]=2)[CH2:35][CH2:34]1. Given the reactants C(NC1N=C2C(N=C(OC)N2CCCC2CCOC2)=C(N)N=1)CCC.FC(F)(F)C(O)=O.[CH:33]1([CH2:36][CH2:37][O:38][C:39]2[NH:40][C:41]([NH2:50])=[C:42]3[C:46]([N:47]=2)=[N:45][C:44]([O:48][CH3:49])=[N:43]3)[CH2:35][CH2:34]1.Br[CH2:52][CH2:53][CH2:54][CH2:55][CH:56]1[CH2:60][CH2:59][O:58][CH2:57]1, predict the reaction product. (2) The product is: [CH:22]([N:21]1[C:17]([CH2:16][N:9]2[C:10]3[C:6](=[CH:5][C:4]([N+:1]([O-:3])=[O:2])=[CH:12][CH:11]=3)[CH:7]=[CH:8]2)=[N:18][N:19]=[N:20]1)([CH3:24])[CH3:23]. Given the reactants [N+:1]([C:4]1[CH:5]=[C:6]2[C:10](=[CH:11][CH:12]=1)[NH:9][CH:8]=[CH:7]2)([O-:3])=[O:2].[H-].[Na+].Cl[CH2:16][C:17]1[N:21]([CH:22]([CH3:24])[CH3:23])[N:20]=[N:19][N:18]=1.O, predict the reaction product. (3) Given the reactants [NH2:1][C:2]1[CH:7]=[CH:6][C:5]([C:8]([N:10]2[CH2:15][CH2:14][N:13]([CH2:16][C:17]3[CH:22]=[CH:21][C:20]([C:23]([O:32][Si:33]([C:36]([CH3:39])([CH3:38])[CH3:37])([CH3:35])[CH3:34])([C:28]([F:31])([F:30])[F:29])[C:24]([F:27])([F:26])[F:25])=[CH:19][CH:18]=3)[CH2:12][CH2:11]2)=[O:9])=[CH:4][C:3]=1[F:40].[C:41](Cl)(=O)[O:42]C1C=CC([N+]([O-])=O)=CC=1.[NH2:54][C@@H:55]1[CH2:59][CH2:58][N:57]([C:60]([O:62][C:63]([CH3:66])([CH3:65])[CH3:64])=[O:61])[CH2:56]1, predict the reaction product. The product is: [Si:33]([O:32][C:23]([C:20]1[CH:19]=[CH:18][C:17]([CH2:16][N:13]2[CH2:14][CH2:15][N:10]([C:8]([C:5]3[CH:6]=[CH:7][C:2]([NH:1][C:41](=[O:42])[NH:54][C@@H:55]4[CH2:59][CH2:58][N:57]([C:60]([O:62][C:63]([CH3:66])([CH3:65])[CH3:64])=[O:61])[CH2:56]4)=[C:3]([F:40])[CH:4]=3)=[O:9])[CH2:11][CH2:12]2)=[CH:22][CH:21]=1)([C:24]([F:25])([F:26])[F:27])[C:28]([F:31])([F:29])[F:30])([C:36]([CH3:37])([CH3:39])[CH3:38])([CH3:34])[CH3:35]. (4) Given the reactants [C:1]([O:5][C:6]([NH:8][C@@H:9]([CH2:13][CH3:14])[C:10]([OH:12])=[O:11])=[O:7])([CH3:4])([CH3:3])[CH3:2].I[CH3:16].[H-].[Na+], predict the reaction product. The product is: [C:1]([O:5][C:6]([N:8]([CH3:16])[C@@H:9]([CH2:13][CH3:14])[C:10]([OH:12])=[O:11])=[O:7])([CH3:4])([CH3:3])[CH3:2]. (5) Given the reactants [NH2:1][C:2]1[S:3][CH:4]([CH3:17])[C:5](O)([C:12]([F:15])([F:14])[F:13])[C:6]=1[C:7]([O:9][CH2:10][CH3:11])=[O:8].CC1C=CC(S(O)(=O)=O)=CC=1, predict the reaction product. The product is: [NH2:1][C:2]1[S:3][C:4]([CH3:17])=[C:5]([C:12]([F:14])([F:13])[F:15])[C:6]=1[C:7]([O:9][CH2:10][CH3:11])=[O:8]. (6) Given the reactants [CH3:1][C:2]1[CH:9]=[CH:8][C:5]([CH:6]=O)=[C:4]([NH:10][C:11]2[CH:16]=[CH:15][CH:14]=[C:13]([N+:17]([O-:19])=[O:18])[CH:12]=2)[N:3]=1.[N:20]1[CH:25]=[CH:24][C:23]([CH2:26][CH2:27][CH2:28][CH2:29][C:30](OCC)=[O:31])=[CH:22][CH:21]=1.[Li+].CC([N-]C(C)C)C, predict the reaction product. The product is: [CH3:1][C:2]1[N:3]=[C:4]2[C:5]([CH:6]=[C:29]([CH2:28][CH2:27][CH2:26][C:23]3[CH:24]=[CH:25][N:20]=[CH:21][CH:22]=3)[C:30](=[O:31])[N:10]2[C:11]2[CH:16]=[CH:15][CH:14]=[C:13]([N+:17]([O-:19])=[O:18])[CH:12]=2)=[CH:8][CH:9]=1.